This data is from NCI-60 drug combinations with 297,098 pairs across 59 cell lines. The task is: Regression. Given two drug SMILES strings and cell line genomic features, predict the synergy score measuring deviation from expected non-interaction effect. (1) Synergy scores: CSS=0.639, Synergy_ZIP=-0.284, Synergy_Bliss=-0.196, Synergy_Loewe=-0.367, Synergy_HSA=-0.818. Cell line: SNB-75. Drug 2: CCCCC(=O)OCC(=O)C1(CC(C2=C(C1)C(=C3C(=C2O)C(=O)C4=C(C3=O)C=CC=C4OC)O)OC5CC(C(C(O5)C)O)NC(=O)C(F)(F)F)O. Drug 1: C1CCN(CC1)CCOC2=CC=C(C=C2)C(=O)C3=C(SC4=C3C=CC(=C4)O)C5=CC=C(C=C5)O. (2) Drug 1: CN(C)N=NC1=C(NC=N1)C(=O)N. Drug 2: CC1C(C(CC(O1)OC2CC(CC3=C2C(=C4C(=C3O)C(=O)C5=C(C4=O)C(=CC=C5)OC)O)(C(=O)CO)O)N)O.Cl. Cell line: OVCAR-4. Synergy scores: CSS=47.4, Synergy_ZIP=-2.62, Synergy_Bliss=1.84, Synergy_Loewe=1.53, Synergy_HSA=6.01. (3) Drug 1: CC(C1=C(C=CC(=C1Cl)F)Cl)OC2=C(N=CC(=C2)C3=CN(N=C3)C4CCNCC4)N. Drug 2: CS(=O)(=O)CCNCC1=CC=C(O1)C2=CC3=C(C=C2)N=CN=C3NC4=CC(=C(C=C4)OCC5=CC(=CC=C5)F)Cl. Cell line: BT-549. Synergy scores: CSS=-10.7, Synergy_ZIP=2.79, Synergy_Bliss=0.0719, Synergy_Loewe=-6.09, Synergy_HSA=-4.76. (4) Drug 1: CC1=C2C(C(=O)C3(C(CC4C(C3C(C(C2(C)C)(CC1OC(=O)C(C(C5=CC=CC=C5)NC(=O)OC(C)(C)C)O)O)OC(=O)C6=CC=CC=C6)(CO4)OC(=O)C)OC)C)OC. Drug 2: C1=NC2=C(N1)C(=S)N=CN2. Cell line: NCI-H460. Synergy scores: CSS=18.2, Synergy_ZIP=-8.44, Synergy_Bliss=-20.3, Synergy_Loewe=-40.4, Synergy_HSA=-18.5. (5) Drug 1: CC1=C(C(=O)C2=C(C1=O)N3CC4C(C3(C2COC(=O)N)OC)N4)N. Drug 2: CC1CCCC2(C(O2)CC(NC(=O)CC(C(C(=O)C(C1O)C)(C)C)O)C(=CC3=CSC(=N3)C)C)C. Cell line: OVCAR-4. Synergy scores: CSS=38.9, Synergy_ZIP=-2.40, Synergy_Bliss=-3.17, Synergy_Loewe=-15.1, Synergy_HSA=-4.54. (6) Drug 1: CC12CCC3C(C1CCC2=O)CC(=C)C4=CC(=O)C=CC34C. Drug 2: CN1C(=O)N2C=NC(=C2N=N1)C(=O)N. Cell line: HCT116. Synergy scores: CSS=15.0, Synergy_ZIP=1.40, Synergy_Bliss=1.07, Synergy_Loewe=-20.8, Synergy_HSA=0.140. (7) Drug 1: CC12CCC3C(C1CCC2O)C(CC4=C3C=CC(=C4)O)CCCCCCCCCS(=O)CCCC(C(F)(F)F)(F)F. Drug 2: CC(C)(C#N)C1=CC(=CC(=C1)CN2C=NC=N2)C(C)(C)C#N. Cell line: KM12. Synergy scores: CSS=-0.695, Synergy_ZIP=-1.74, Synergy_Bliss=-4.56, Synergy_Loewe=-67.6, Synergy_HSA=-4.87.